Regression. Given two drug SMILES strings and cell line genomic features, predict the synergy score measuring deviation from expected non-interaction effect. From a dataset of NCI-60 drug combinations with 297,098 pairs across 59 cell lines. (1) Drug 1: CC(C)(C#N)C1=CC(=CC(=C1)CN2C=NC=N2)C(C)(C)C#N. Drug 2: CCC1=C2CN3C(=CC4=C(C3=O)COC(=O)C4(CC)O)C2=NC5=C1C=C(C=C5)O. Cell line: HL-60(TB). Synergy scores: CSS=24.0, Synergy_ZIP=11.0, Synergy_Bliss=8.97, Synergy_Loewe=-20.5, Synergy_HSA=3.04. (2) Drug 1: CCCCC(=O)OCC(=O)C1(CC(C2=C(C1)C(=C3C(=C2O)C(=O)C4=C(C3=O)C=CC=C4OC)O)OC5CC(C(C(O5)C)O)NC(=O)C(F)(F)F)O. Drug 2: C1CN(CCN1C(=O)CCBr)C(=O)CCBr. Cell line: NCI-H522. Synergy scores: CSS=43.8, Synergy_ZIP=-3.38, Synergy_Bliss=-2.68, Synergy_Loewe=-4.48, Synergy_HSA=0.0587. (3) Drug 1: C1CN1C2=NC(=NC(=N2)N3CC3)N4CC4. Drug 2: C1=CC(=CC=C1CCC2=CNC3=C2C(=O)NC(=N3)N)C(=O)NC(CCC(=O)O)C(=O)O. Cell line: NCI-H460. Synergy scores: CSS=80.1, Synergy_ZIP=-1.20, Synergy_Bliss=-2.20, Synergy_Loewe=0.338, Synergy_HSA=3.20.